This data is from Full USPTO retrosynthesis dataset with 1.9M reactions from patents (1976-2016). The task is: Predict the reactants needed to synthesize the given product. (1) Given the product [CH2:33]([NH:32][S:29]([C:26]1[CH:25]=[CH:10][C:9]([NH:8][C:6](=[S:7])[NH:3][C:2]2[CH:1]=[C:45]([CH:44]=[CH:43][CH:51]=2)[C:46]([NH2:48])=[NH:47])=[CH:28][CH:27]=1)(=[O:30])=[O:31])[C:34]1[CH:35]=[CH:36][CH:37]=[CH:38][CH:39]=1, predict the reactants needed to synthesize it. The reactants are: [CH:1]1N=C[N:3]([C:6]([N:8]2C=N[CH:10]=[CH:9]2)=[S:7])[CH:2]=1.COS(C(F)(F)F)(=O)=O.NC1[CH:28]=[CH:27][C:26]([S:29]([NH:32][CH2:33][C:34]2[CH:39]=[CH:38][CH:37]=[CH:36][CH:35]=2)(=[O:31])=[O:30])=[CH:25]C=1.Cl.Cl.N[C:43]1[CH:44]=[C:45](C=C[CH:51]=1)[C:46]([NH2:48])=[NH:47].CCN(C(C)C)C(C)C. (2) The reactants are: [I-].[CH2:2]([N+:6]1[C:10]([CH3:11])=[C:9]([CH3:12])[S:8][C:7]=1[CH3:13])[CH2:3][CH2:4][CH3:5].[Cl:14][C:15]1[N:23]=[CH:22][CH:21]=[CH:20][C:16]=1[C:17](Cl)=[O:18]. Given the product [CH2:2]([N:6]1[C:10]([CH3:11])=[C:9]([CH3:12])[S:8]/[C:7]/1=[CH:13]\[C:17]([C:16]1[C:15]([Cl:14])=[N:23][CH:22]=[CH:21][CH:20]=1)=[O:18])[CH2:3][CH2:4][CH3:5], predict the reactants needed to synthesize it. (3) The reactants are: I[CH:2]1[CH2:7][CH2:6][N:5]([C:8]([O:10][C:11]([CH3:14])([CH3:13])[CH3:12])=[O:9])[CH2:4][CH2:3]1.Br[C:16]1[NH:24][C:19]2=[N:20][CH:21]=[CH:22][CH:23]=[C:18]2[C:17]=1[S:25][C:26]1[CH:31]=[CH:30][C:29]([Cl:32])=[CH:28][CH:27]=1. Given the product [Cl:32][C:29]1[CH:30]=[CH:31][C:26]([S:25][C:17]2[C:18]3[C:19](=[N:20][CH:21]=[CH:22][CH:23]=3)[NH:24][C:16]=2[CH:2]2[CH2:7][CH2:6][N:5]([C:8]([O:10][C:11]([CH3:14])([CH3:13])[CH3:12])=[O:9])[CH2:4][CH2:3]2)=[CH:27][CH:28]=1, predict the reactants needed to synthesize it. (4) Given the product [NH2:1][C:2]1[C:7]([C:8]([NH2:10])=[O:9])=[C:6]([N:11]2[CH2:16][CH2:15][CH:14]([C:17]3[N:18]([CH2:33][CH2:63][N:64]([CH:66]([CH3:68])[CH3:67])[CH3:65])[CH:19]=[C:20]([C:22]4[CH:27]=[CH:26][C:25]([F:28])=[C:24]([CH3:29])[CH:23]=4)[N:21]=3)[CH2:13][CH2:12]2)[N:5]=[CH:4][N:3]=1, predict the reactants needed to synthesize it. The reactants are: [NH2:1][C:2]1[C:7]([C:8]([NH2:10])=[O:9])=[C:6]([N:11]2[CH2:16][CH2:15][CH:14]([C:17]3[N:18]([CH3:33])[CH:19]=[C:20]([C:22]4[CH:27]=[CH:26][C:25]([F:28])=[C:24]([C:29](F)(F)F)[CH:23]=4)[N:21]=3)[CH2:13][CH2:12]2)[N:5]=[CH:4][N:3]=1.NC1C(C#N)=C(N2CCC(C3N(C[CH2:63][N:64]([CH:66]([CH3:68])[CH3:67])[CH3:65])C=C(C4C=CC(F)=C(C)C=4)N=3)CC2)N=CN=1. (5) Given the product [Cl:19][CH2:20][C:21]1[N:6]([C:7]2[CH:12]=[CH:11][CH:10]=[CH:9][C:8]=2[Cl:13])[C:4](=[O:5])[C:3]2[C:2](=[CH:17][CH:16]=[CH:15][C:14]=2[CH3:18])[N:1]=1, predict the reactants needed to synthesize it. The reactants are: [NH2:1][C:2]1[CH:17]=[CH:16][CH:15]=[C:14]([CH3:18])[C:3]=1[C:4]([NH:6][C:7]1[CH:12]=[CH:11][CH:10]=[CH:9][C:8]=1[Cl:13])=[O:5].[Cl:19][CH2:20][C:21](Cl)=O. (6) Given the product [Br:26][C:11]1[C:10](=[O:27])[N:9]([C:5]2[CH:4]=[C:3]([CH:8]=[CH:7][CH:6]=2)[CH2:2][NH:1][C:35](=[O:36])[O:37][C:38]2[CH:39]=[CH:40][C:41]([N+:44]([O-:46])=[O:45])=[CH:42][CH:43]=2)[C:14]([CH3:15])=[CH:13][C:12]=1[O:16][CH2:17][C:18]1[CH:23]=[CH:22][C:21]([F:24])=[CH:20][C:19]=1[F:25], predict the reactants needed to synthesize it. The reactants are: [NH2:1][CH2:2][C:3]1[CH:4]=[C:5]([N:9]2[C:14]([CH3:15])=[CH:13][C:12]([O:16][CH2:17][C:18]3[CH:23]=[CH:22][C:21]([F:24])=[CH:20][C:19]=3[F:25])=[C:11]([Br:26])[C:10]2=[O:27])[CH:6]=[CH:7][CH:8]=1.N1C=CC=CC=1.Cl[C:35]([O:37][C:38]1[CH:43]=[CH:42][C:41]([N+:44]([O-:46])=[O:45])=[CH:40][CH:39]=1)=[O:36].